Dataset: Forward reaction prediction with 1.9M reactions from USPTO patents (1976-2016). Task: Predict the product of the given reaction. (1) Given the reactants [CH:1]1([NH:4][C:5](=[O:31])[C:6]2[CH:11]=[C:10]([F:12])[C:9]([CH3:13])=[C:8]([C:14]3[CH:15]=[C:16]4[C:21](=[CH:22][CH:23]=3)[C:20](=[O:24])[N:19]([CH2:25][CH:26]3[CH2:28][CH2:27]3)[CH:18]=[C:17]4[CH:29]=O)[CH:7]=2)[CH2:3][CH2:2]1.[N:32]1([CH2:38][CH2:39][OH:40])[CH2:37][CH2:36][NH:35][CH2:34][CH2:33]1, predict the reaction product. The product is: [CH:1]1([NH:4][C:5](=[O:31])[C:6]2[CH:11]=[C:10]([F:12])[C:9]([CH3:13])=[C:8]([C:14]3[CH:15]=[C:16]4[C:21](=[CH:22][CH:23]=3)[C:20](=[O:24])[N:19]([CH2:25][CH:26]3[CH2:27][CH2:28]3)[CH:18]=[C:17]4[CH2:29][N:35]3[CH2:36][CH2:37][N:32]([CH2:38][CH2:39][OH:40])[CH2:33][CH2:34]3)[CH:7]=2)[CH2:3][CH2:2]1. (2) The product is: [CH3:34][O:33][C:7]1[CH:8]=[C:9]2[C:14](=[CH:15][C:6]=1[O:5][CH2:4][CH2:3][CH2:2][N:41]1[CH2:46][CH2:45][O:44][CH2:43][CH2:42]1)[N:13]=[CH:12][CH:11]=[C:10]2[O:16][C:17]1[C:18]([C:27]([O:29][CH2:30][CH2:31][CH3:32])=[O:28])=[CH:19][C:20]2[C:25]([CH:26]=1)=[CH:24][CH:23]=[CH:22][CH:21]=2. Given the reactants Cl[CH2:2][CH2:3][CH2:4][O:5][C:6]1[CH:15]=[C:14]2[C:9]([C:10]([O:16][C:17]3[C:18]([C:27]([O:29][CH2:30][CH2:31][CH3:32])=[O:28])=[CH:19][C:20]4[C:25]([CH:26]=3)=[CH:24][CH:23]=[CH:22][CH:21]=4)=[CH:11][CH:12]=[N:13]2)=[CH:8][C:7]=1[O:33][CH3:34].C(=O)([O-])[O-].[K+].[K+].[NH:41]1[CH2:46][CH2:45][O:44][CH2:43][CH2:42]1.O, predict the reaction product. (3) Given the reactants [CH2:1]([O:3][C:4]([C:6]1[CH:7]=[N:8][NH:9][C:10]=1[N:11]1[C:15](=[O:16])[NH:14][C:13]([CH:17]([C:31]2[CH:36]=[C:35]([O:37][CH3:38])[C:34]([O:39][CH3:40])=[CH:33][C:32]=2[F:41])[NH:18][C:19]2[CH:24]=[CH:23][C:22]([C:25]3[N:29]=C(C)O[N:26]=3)=[CH:21][CH:20]=2)=[N:12]1)=[O:5])[CH3:2].O.C(O)(=O)C, predict the reaction product. The product is: [C:4]([OH:5])(=[O:3])[CH3:6].[CH2:1]([O:3][C:4]([C:6]1[CH:7]=[N:8][NH:9][C:10]=1[N:11]1[C:15](=[O:16])[NH:14][C:13]([CH:17]([NH:18][C:19]2[CH:20]=[CH:21][C:22]([C:25](=[NH:26])[NH2:29])=[CH:23][CH:24]=2)[C:31]2[CH:36]=[C:35]([O:37][CH3:38])[C:34]([O:39][CH3:40])=[CH:33][C:32]=2[F:41])=[N:12]1)=[O:5])[CH3:2]. (4) The product is: [Br:15][CH2:12][C:10]1[CH:9]=[CH:8][N:7]=[C:6]([N:1]2[CH:5]=[CH:4][CH:3]=[N:2]2)[CH:11]=1. Given the reactants [N:1]1([C:6]2[CH:11]=[C:10]([CH2:12]O)[CH:9]=[CH:8][N:7]=2)[CH:5]=[CH:4][CH:3]=[N:2]1.P(Br)(Br)[Br:15].C1COCC1.C([O-])(O)=O.[Na+], predict the reaction product. (5) Given the reactants Br[C:2]1[CH:3]=[C:4]([C:8]2[C:9]3[N:10]([C:17]([C:20]([F:23])([F:22])[F:21])=[CH:18][N:19]=3)[CH:11]=[C:12]([C:14]([NH2:16])=[O:15])[N:13]=2)[CH:5]=[CH:6][CH:7]=1.[C:24]([C@:26]1([OH:33])[CH2:30][CH2:29][N:28]([CH3:31])[C:27]1=[O:32])#[CH:25], predict the reaction product. The product is: [OH:33][C@@:26]1([C:24]#[C:25][C:7]2[CH:6]=[CH:5][C:4]([C:8]3[C:9]4[N:10]([C:17]([C:20]([F:23])([F:22])[F:21])=[CH:18][N:19]=4)[CH:11]=[C:12]([C:14]([NH2:16])=[O:15])[N:13]=3)=[CH:3][CH:2]=2)[CH2:30][CH2:29][N:28]([CH3:31])[C:27]1=[O:32]. (6) Given the reactants [CH2:1]([O:3][C:4](=[O:27])[C:5]1[CH:10]=[C:9]([Cl:11])[C:8]([N:12]2[CH2:16][CH2:15][CH:14]([NH:17][C:18]([O:20][C:21]([CH3:24])([CH3:23])[CH3:22])=[O:19])[CH2:13]2)=[C:7]([F:25])[C:6]=1F)[CH3:2].[CH:28]1([NH2:31])[CH2:30][CH2:29]1, predict the reaction product. The product is: [CH2:1]([O:3][C:4](=[O:27])[C:5]1[CH:10]=[C:9]([Cl:11])[C:8]([N:12]2[CH2:16][CH2:15][CH:14]([NH:17][C:18]([O:20][C:21]([CH3:24])([CH3:23])[CH3:22])=[O:19])[CH2:13]2)=[C:7]([F:25])[C:6]=1[NH:31][CH:28]1[CH2:30][CH2:29]1)[CH3:2]. (7) Given the reactants C(OC([C:6]1[CH:7]=[C:8]([C:12]2[CH:17]=[CH:16][CH:15]=[CH:14][C:13]=2[Br:18])[CH:9]=[CH:10][CH:11]=1)=O)C.[CH2:19]([O:21][C:22](C1C=CC=CC=1OB(C1C=CC=CC=1)O)=[O:23])[CH3:20], predict the reaction product. The product is: [CH2:19]([O:21][C:22]([C:7]1[C:8]([C:12]2[CH:17]=[CH:16][CH:15]=[CH:14][C:13]=2[Br:18])=[CH:9][CH:10]=[CH:11][CH:6]=1)=[O:23])[CH3:20]. (8) Given the reactants [F:1][C:2]1[CH:7]=[CH:6][C:5]([F:8])=[CH:4][C:3]=1[C@H:9]1[CH2:13][CH2:12][CH2:11][N:10]1[C:14]1[CH:19]=[CH:18][N:17]2[N:20]=[CH:21][C:22]([N+:23]([O-])=O)=[C:16]2[N:15]=1.CO.C(Cl)Cl.[NH4+].[Cl-], predict the reaction product. The product is: [F:1][C:2]1[CH:7]=[CH:6][C:5]([F:8])=[CH:4][C:3]=1[C@H:9]1[CH2:13][CH2:12][CH2:11][N:10]1[C:14]1[CH:19]=[CH:18][N:17]2[N:20]=[CH:21][C:22]([NH2:23])=[C:16]2[N:15]=1.